Dataset: Reaction yield outcomes from USPTO patents with 853,638 reactions. Task: Predict the reaction yield, written as a fraction of the theoretical maximum amount of product (1.0 means a 100% yield; for example, 0.34 means a 34% yield). (1) The product is [NH2:8][CH:9]1[CH2:13][CH:12]([C:14]([O:16][CH2:17][CH3:18])=[O:15])[CH:11]([CH2:19][CH3:20])[CH2:10]1. The yield is 0.990. The catalyst is CCO. The reactants are C([N:8](CC1C=CC=CC=1)[CH:9]1[CH2:13][CH:12]([C:14]([O:16][CH2:17][CH3:18])=[O:15])[CH:11]([CH2:19][CH3:20])[CH2:10]1)C1C=CC=CC=1. (2) The reactants are [C:1]([CH2:4][CH:5]1[C:9]2[C:10]([C:16]([NH:18][C:19]3[C:24]([Cl:25])=[CH:23][N:22]=[CH:21][C:20]=3[Cl:26])=[O:17])=[CH:11][CH:12]=[C:13]([O:14][CH3:15])[C:8]=2[O:7][CH2:6]1)([OH:3])=O.[NH2:27][C:28]1[CH:29]=[N:30][CH:31]=[CH:32][CH:33]=1. No catalyst specified. The product is [Cl:26][C:20]1[CH:21]=[N:22][CH:23]=[C:24]([Cl:25])[C:19]=1[NH:18][C:16]([C:10]1[C:9]2[CH:5]([CH2:4][C:1]([NH:27][C:28]3[CH:29]=[N:30][CH:31]=[CH:32][CH:33]=3)=[O:3])[CH2:6][O:7][C:8]=2[C:13]([O:14][CH3:15])=[CH:12][CH:11]=1)=[O:17]. The yield is 0.510.